This data is from Full USPTO retrosynthesis dataset with 1.9M reactions from patents (1976-2016). The task is: Predict the reactants needed to synthesize the given product. (1) The reactants are: C(OC([N:8]1[CH2:13][CH2:12][N:11]([CH2:14][C:15]2[C:16]([C:36]3[CH:41]=[CH:40][CH:39]=[CH:38][CH:37]=3)=[N:17][C:18]3[C:23]([C:24]=2[C:25](=[O:35])[NH:26][C@H:27]([CH:29]2[CH2:34][CH2:33][CH2:32][CH2:31][CH2:30]2)[CH3:28])=[CH:22][CH:21]=[CH:20][CH:19]=3)[CH2:10][CH2:9]1)=O)(C)(C)C.C(Cl)Cl.CO.[NH4+].[OH-]. Given the product [CH:29]1([C@@H:27]([NH:26][C:25]([C:24]2[C:23]3[C:18](=[CH:19][CH:20]=[CH:21][CH:22]=3)[N:17]=[C:16]([C:36]3[CH:37]=[CH:38][CH:39]=[CH:40][CH:41]=3)[C:15]=2[CH2:14][N:11]2[CH2:12][CH2:13][NH:8][CH2:9][CH2:10]2)=[O:35])[CH3:28])[CH2:34][CH2:33][CH2:32][CH2:31][CH2:30]1, predict the reactants needed to synthesize it. (2) Given the product [Cl:12][CH2:11][CH:13]([OH:15])[CH2:14][C:3]1[CH:8]=[CH:7][CH:6]=[C:5]([F:9])[C:4]=1[CH3:10], predict the reactants needed to synthesize it. The reactants are: [Mg].Br[C:3]1[CH:8]=[CH:7][CH:6]=[C:5]([F:9])[C:4]=1[CH3:10].[CH2:11]([CH:13]1[O:15][CH2:14]1)[Cl:12]. (3) Given the product [NH2:24][C@@H:13]([C@H:12]([CH3:44])[CH2:11][O:10][Si:3]([C:6]([CH3:9])([CH3:8])[CH3:7])([CH3:5])[CH3:4])[C:14]([OH:16])=[O:15], predict the reactants needed to synthesize it. The reactants are: [H][H].[Si:3]([O:10][CH2:11][C@@H:12]([CH3:44])[C@H:13]([NH:24]C1(C2C=CC=CC=2)C2C=CC=CC=2C2C1=CC=CC=2)[C:14]([O:16]CC1C=CC=CC=1)=[O:15])([C:6]([CH3:9])([CH3:8])[CH3:7])([CH3:5])[CH3:4].CCOC(C)=O.CC(O)C.O. (4) The reactants are: [CH2:1]([C:5]1[CH:36]=[CH:35][C:8]([NH:9][CH:10]2[CH2:15][CH2:14][N:13]([CH2:16][C:17]3[CH:22]=[CH:21][N:20]=[C:19]([C:23]4[CH:28]=[C:27]([O:29][CH3:30])[C:26]([O:31][CH3:32])=[C:25]([O:33][CH3:34])[CH:24]=4)[CH:18]=3)[CH2:12][CH2:11]2)=[CH:7][CH:6]=1)[CH2:2][CH2:3][CH3:4].[Cl:37][CH2:38][C:39]1[CH:44]=[CH:43][N:42]=[C:41]([C:45]2[CH:50]=[C:49]([O:51][CH3:52])[C:48]([O:53][CH3:54])=[C:47]([O:55][CH3:56])[CH:46]=2)[CH:40]=1. Given the product [ClH:37].[ClH:37].[ClH:37].[CH2:1]([C:5]1[CH:6]=[CH:7][C:8]([N:9]([CH:10]2[CH2:11][CH2:12][N:13]([CH2:16][C:17]3[CH:22]=[CH:21][N:20]=[C:19]([C:23]4[CH:28]=[C:27]([O:29][CH3:30])[C:26]([O:31][CH3:32])=[C:25]([O:33][CH3:34])[CH:24]=4)[CH:18]=3)[CH2:14][CH2:15]2)[CH2:38][C:39]2[CH:44]=[CH:43][N:42]=[C:41]([C:45]3[CH:50]=[C:49]([O:51][CH3:52])[C:48]([O:53][CH3:54])=[C:47]([O:55][CH3:56])[CH:46]=3)[CH:40]=2)=[CH:35][CH:36]=1)[CH2:2][CH2:3][CH3:4], predict the reactants needed to synthesize it. (5) The reactants are: [S:1]([CH:5]([CH2:9][C:10]([OH:12])=[O:11])[C:6]([OH:8])=[O:7])([OH:4])(=[O:3])=[O:2].C([O-])(=O)C.[Na+:17]. Given the product [S:1]([CH:5]([CH2:9][C:10]([O-:12])=[O:11])[C:6]([O-:8])=[O:7])([OH:4])(=[O:3])=[O:2].[Na+:17].[Na+:17], predict the reactants needed to synthesize it.